From a dataset of Full USPTO retrosynthesis dataset with 1.9M reactions from patents (1976-2016). Predict the reactants needed to synthesize the given product. (1) Given the product [F:48][C:49]1[CH:50]=[C:51]([C:14]2[C:15]([CH3:22])([CH3:21])[C@H:16]3[C@:11]([CH3:31])([CH2:12][CH:13]=2)[C@@H:10]2[C@:19]([CH3:20])([C@@:2]4([CH3:1])[C@H:7]([CH2:8][CH2:9]2)[C@H:6]2[C@H:32]([C:35]([CH3:37])=[CH2:36])[CH2:33][CH2:34][C@:5]2([C:38]([O:40][CH2:41][C:42]2[CH:47]=[CH:46][CH:45]=[CH:44][CH:43]=2)=[O:39])[CH2:4][CH2:3]4)[CH2:18][CH2:17]3)[CH:52]=[CH:53][C:54]=1[C:55]([O:57][CH3:58])=[O:56], predict the reactants needed to synthesize it. The reactants are: [CH3:1][C@:2]12[C@@:19]3([CH3:20])[C@@H:10]([C@:11]4([CH3:31])[C@@H:16]([CH2:17][CH2:18]3)[C:15]([CH3:22])([CH3:21])[C:14](OS(C(F)(F)F)(=O)=O)=[CH:13][CH2:12]4)[CH2:9][CH2:8][C@@H:7]1[C@H:6]1[C@H:32]([C:35]([CH3:37])=[CH2:36])[CH2:33][CH2:34][C@:5]1([C:38]([O:40][CH2:41][C:42]1[CH:47]=[CH:46][CH:45]=[CH:44][CH:43]=1)=[O:39])[CH2:4][CH2:3]2.[F:48][C:49]1[CH:50]=[C:51](B(O)O)[CH:52]=[CH:53][C:54]=1[C:55]([O:57][CH3:58])=[O:56].O.C(=O)([O-])[O-].[Na+].[Na+]. (2) Given the product [CH:18]([N:17]1[C:11]2[CH:10]=[C:9]([NH:8][C:6]3[CH:5]=[CH:4][N:3]=[C:2]([C:26]4[S:22][C:23]([CH2:27][OH:28])=[N:24][CH:25]=4)[N:7]=3)[N:14]=[CH:13][C:12]=2[N:15]=[C:16]1[CH3:21])([CH3:20])[CH3:19], predict the reactants needed to synthesize it. The reactants are: Cl[C:2]1[N:7]=[C:6]([NH:8][C:9]2[N:14]=[CH:13][C:12]3[N:15]=[C:16]([CH3:21])[N:17]([CH:18]([CH3:20])[CH3:19])[C:11]=3[CH:10]=2)[CH:5]=[CH:4][N:3]=1.[S:22]1[CH:26]=[CH:25][N:24]=[C:23]1[CH2:27][OH:28].[O-]P([O-])([O-])=O.[K+].[K+].[K+].C(P(C12CC3CC(CC(C3)C1)C2)C12CC3CC(CC(C3)C1)C2)CCC. (3) Given the product [C:6]([C:7]1[CH:8]=[N:9][CH:10]=[C:11]([CH:14]=1)[C:12]#[N:13])#[CH:5], predict the reactants needed to synthesize it. The reactants are: C[Si]([C:5]#[C:6][C:7]1[CH:8]=[N:9][CH:10]=[C:11]([CH:14]=1)[C:12]#[N:13])(C)C.[F-].C([N+](CCCC)(CCCC)CCCC)CCC. (4) Given the product [CH3:27][N:22]1[C:21](=[O:28])[C:20]([C:29]2[CH:34]=[CH:33][CH:32]=[C:31]([C:35]([F:38])([F:37])[F:36])[CH:30]=2)=[C:19]([C:16]2[CH:17]=[CH:18][N:13]=[CH:14][CH:15]=2)[N:24]=[C:23]1[C:6]#[N:5], predict the reactants needed to synthesize it. The reactants are: [C-]#N.[Na+].O.[N:5]12CCN(CC1)C[CH2:6]2.[N:13]1[CH:18]=[CH:17][C:16]([C:19]2[N:24]=[C:23](SC)[N:22]([CH3:27])[C:21](=[O:28])[C:20]=2[C:29]2[CH:34]=[CH:33][CH:32]=[C:31]([C:35]([F:38])([F:37])[F:36])[CH:30]=2)=[CH:15][CH:14]=1.